This data is from Peptide-MHC class II binding affinity with 134,281 pairs from IEDB. The task is: Regression. Given a peptide amino acid sequence and an MHC pseudo amino acid sequence, predict their binding affinity value. This is MHC class II binding data. (1) The peptide sequence is EKKYFAATQFEPAAA. The MHC is DRB1_0101 with pseudo-sequence DRB1_0101. The binding affinity (normalized) is 0.509. (2) The peptide sequence is EKKYFAATQFEPLHA. The MHC is DRB1_0701 with pseudo-sequence DRB1_0701. The binding affinity (normalized) is 0.778. (3) The peptide sequence is ERSLWIIFSKNLNIK. The MHC is HLA-DPA10201-DPB10501 with pseudo-sequence HLA-DPA10201-DPB10501. The binding affinity (normalized) is 0.776.